Dataset: Peptide-MHC class I binding affinity with 185,985 pairs from IEDB/IMGT. Task: Regression. Given a peptide amino acid sequence and an MHC pseudo amino acid sequence, predict their binding affinity value. This is MHC class I binding data. The peptide sequence is GIMAVGLVSL. The MHC is HLA-B08:01 with pseudo-sequence HLA-B08:01. The binding affinity (normalized) is 0.342.